From a dataset of Catalyst prediction with 721,799 reactions and 888 catalyst types from USPTO. Predict which catalyst facilitates the given reaction. (1) Reactant: Br[C:2]1[S:6][C:5]([CH:7]=[O:8])=[CH:4][C:3]=1[C:9]1[C:10]([F:15])=[N:11][CH:12]=[CH:13][CH:14]=1.C(=O)([O-])[O-].[K+].[K+].S[C:23]1[CH:28]=[CH:27][CH:26]=[CH:25][N:24]=1.O. Product: [F:15][C:10]1[C:9]([C:3]2[CH:4]=[C:5]([CH:7]=[O:8])[S:6][C:2]=2[C:23]2[CH:28]=[CH:27][CH:26]=[CH:25][N:24]=2)=[CH:14][CH:13]=[CH:12][N:11]=1. The catalyst class is: 9. (2) Reactant: [OH:1][CH2:2][CH2:3][C:4]1[CH:5]=[C:6]([C:12]2[CH:13]=[C:14]([CH:18]=[CH:19][CH:20]=2)[C:15]([OH:17])=[O:16])[CH:7]=[CH:8][C:9]=1[O:10][CH3:11].[Cl:21][C:22]1[CH:27]=[C:26]([Cl:28])[CH:25]=[CH:24][C:23]=1O.[C:30]1(P(C2C=CC=CC=2)C2C=CC=CC=2)C=CC=CC=1.N(C(OC(C)C)=O)=NC(OC(C)C)=O. Product: [CH3:30][O:16][C:15](=[O:17])[C:14]1[CH:18]=[CH:19][CH:20]=[C:12]([C:6]2[CH:7]=[CH:8][C:9]([O:10][CH3:11])=[C:4]([CH2:3][CH2:2][O:1][C:25]3[CH:24]=[CH:23][C:22]([Cl:21])=[CH:27][C:26]=3[Cl:28])[CH:5]=2)[CH:13]=1. The catalyst class is: 1. (3) Reactant: [C:1]([N:4]1[C:13]2[C:8](=[CH:9][C:10]([NH2:14])=[CH:11][CH:12]=2)[C:7]([C:16]2[CH:21]=[CH:20][CH:19]=[CH:18][CH:17]=2)([CH3:15])[CH2:6][C:5]1([CH3:23])[CH3:22])(=[O:3])[CH3:2].[CH3:24][C:25]1[CH:26]=[N:27][CH:28]=[C:29]([CH:33]=1)[C:30](O)=[O:31].CN(C(ON1N=NC2C=CC=NC1=2)=[N+](C)C)C.F[P-](F)(F)(F)(F)F.C(N(CC)C(C)C)(C)C. Product: [C:1]([N:4]1[C:13]2[C:8](=[CH:9][C:10]([NH:14][C:30](=[O:31])[C:29]3[CH:33]=[C:25]([CH3:24])[CH:26]=[N:27][CH:28]=3)=[CH:11][CH:12]=2)[C:7]([C:16]2[CH:21]=[CH:20][CH:19]=[CH:18][CH:17]=2)([CH3:15])[CH2:6][C:5]1([CH3:23])[CH3:22])(=[O:3])[CH3:2]. The catalyst class is: 4. (4) Reactant: [CH2:1]([O:5][C:6]1[CH:7]=[CH:8][C:9]2[C:17]3[C:13]([C:14]([CH3:21])([CH3:20])[CH:15]([OH:19])[N+:16]=3[O-])=[CH:12][C:11](=[O:22])[C:10]=2[CH:23]=1)[CH2:2][CH2:3][CH3:4].Cl.C1(=O)C=CC(=[O:31])C=C1. Product: [CH2:1]([O:5][C:6]1[CH:7]=[CH:8][C:9]2[C:17]3[C:13]([C:14]([CH3:21])([CH3:20])[C:15](=[O:19])[N:16]=3)=[C:12]([OH:31])[C:11](=[O:22])[C:10]=2[CH:23]=1)[CH2:2][CH2:3][CH3:4]. The catalyst class is: 14. (5) Reactant: Br[CH2:2][C:3]1([CH3:7])[CH2:6][O:5][CH2:4]1.[F:8][C:9]([F:29])([C:13]([F:28])([F:27])[C:14]([F:26])([F:25])[C:15]([F:24])([F:23])[C:16]([F:22])([F:21])[C:17]([F:20])([F:19])[F:18])[CH2:10][CH2:11][OH:12].[H-].[Na+]. Product: [F:8][C:9]([F:29])([C:13]([F:27])([F:28])[C:14]([F:25])([F:26])[C:15]([F:23])([F:24])[C:16]([F:21])([F:22])[C:17]([F:20])([F:19])[F:18])[CH2:10][CH2:11][O:12][CH2:2][C:3]1([CH3:7])[CH2:6][O:5][CH2:4]1. The catalyst class is: 9. (6) Reactant: [C:1]([O:5][C:6](=[O:33])[C:7]1[CH:12]=[CH:11][C:10]([O:13][CH2:14][CH2:15][CH2:16][CH2:17][CH2:18][CH2:19][CH2:20][CH2:21][CH2:22][C:23]([O:25]N2C(=O)CCC2=O)=O)=[CH:9][CH:8]=1)([CH3:4])([CH3:3])[CH3:2].[NH2:34][C@H:35]([C:41]([NH2:43])=[O:42])[CH2:36][CH2:37][C:38](=[O:40])[OH:39]. Product: [C:1]([O:5][C:6](=[O:33])[C:7]1[CH:8]=[CH:9][C:10]([O:13][CH2:14][CH2:15][CH2:16][CH2:17][CH2:18][CH2:19][CH2:20][CH2:21][CH2:22][C:23](=[O:25])[NH:34][C@H:35]([C:41](=[O:42])[NH2:43])[CH2:36][CH2:37][C:38]([OH:40])=[O:39])=[CH:11][CH:12]=1)([CH3:2])([CH3:3])[CH3:4]. The catalyst class is: 3. (7) Product: [Br:1][C:2]1[C:3](=[O:17])[NH:4][C:5](=[O:16])[N:6]([CH2:26][CH2:25][C:23]2[CH:22]=[CH:21][C:20]([F:28])=[C:19]([Cl:18])[CH:24]=2)[N:7]=1. Reactant: [Br:1][C:2]1[C:3](=[O:17])[NH:4][C:5](=[O:16])[N:6](CCC2C=CC=CC=2)[N:7]=1.[Cl:18][C:19]1[CH:24]=[C:23]([CH2:25][CH2:26]I)[CH:22]=[CH:21][C:20]=1[F:28].C(I)CC1C=CC=CC=1.BrC1C(=O)NC(=O)N(CCC2C=CC(C)=CC=2)N=1. The catalyst class is: 80. (8) Reactant: [CH2:1]([N:8]1[CH2:13][CH2:12][CH2:11][CH:10]([C:14]2[NH:15][C:16](=[O:24])[C:17]3[C:22]([CH:23]=2)=[CH:21][CH:20]=[CH:19][CH:18]=3)[CH2:9]1)C1C=CC=CC=1.C(Cl)(=O)OC(Cl)C. The catalyst class is: 2. Product: [CH3:1][N:8]1[CH2:13][CH2:12][CH2:11][CH:10]([C:14]2[NH:15][C:16](=[O:24])[C:17]3[C:22]([CH:23]=2)=[CH:21][CH:20]=[CH:19][CH:18]=3)[CH2:9]1.